Dataset: Experimentally validated miRNA-target interactions with 360,000+ pairs, plus equal number of negative samples. Task: Binary Classification. Given a miRNA mature sequence and a target amino acid sequence, predict their likelihood of interaction. (1) The miRNA is mmu-miR-320-3p with sequence AAAAGCUGGGUUGAGAGGGCGA. The protein sequence of the target gene is MTTESGSDSESKPDQEAEPQEAAGAQGRAGAPVPEPPKEEQQQALEQFAAAAAHSTPVRREVTDKEQEFAARAAKQLEYQQLEDDKLSQKSSSSKLSRSPLKIVKKPKSMQCKVILLDGSEYTCDVEKRSRGQVLFDKVCEHLNLLEKDYFGLTYRDAENQKNWLDPAKEIKKQVRSGAWHFSFNVKFYPPDPAQLSEDITRYYLCLQLRDDIVSGRLPCSFVTLALLGSYTVQSELGDYDPDECGSDYISEFRFAPNHTKELEDKVIELHKSHRGMTPAEAEMHFLENAKKLSMYGVDL.... Result: 0 (no interaction). (2) The miRNA is hsa-miR-4321 with sequence UUAGCGGUGGACCGCCCUGCG. The protein sequence of the target gene is MFGKKKKRVEISAPSNFEHRVHTGFDQHEQKFTGLPRQWQSLIEESARRPKPLIDPACITSIQPGAPKTIVRGSKGAKDGALTLLLDEFENMSVTRSNSLRRESPPPPARAHQENGMLEERAAPARMAPDKAGSRARATGHSEAGSGSGDRRRVGPEKRPKSSRDGPGGPQEASRDKRPLSGPDVSTPQPGSLTSGTKLAAGRPFNTYPRADTDHPPRGAQGEPHTMAPNGPSATGLAAPQSSSSSRPPTRARGAPSPGVLGPHASEPQLAPPARALAAPAVPPAPGPPGPRSPQREPQR.... Result: 0 (no interaction). (3) The miRNA is hsa-miR-3145-3p with sequence AGAUAUUUUGAGUGUUUGGAAUUG. The protein sequence of the target gene is MPLPDTMFCAQQIHIPPELPDILKQFTKAAIRTQPADVLRWSAGYFSALSRGDPLPVKDRMEMPTATQKTDTGLTQGLLKVLHKQCHHKRYVELTDLEQKWKNLCLPKEKFKALLQLDPCENKIKWINFLALGCSMLGGSLNTALKHLCEILTDDPEGGPARIPFKTFSYVYRYLARLDSDVSPLETESYLASLKENIDARKNGMIGLSDFFFPKRKLLESIENSEDVGH. Result: 0 (no interaction). (4) The miRNA is hsa-miR-6754-3p with sequence UCUUCACCUGCCUCUGCCUGCA. The protein sequence of the target gene is MGLEPSWYLLLCLAVSGAAGTDPPTAPTTAERQRQPTDIILDCFLVTEDRHRGAFASSGDRERALLVLKQVPVLDDGSLEGITDFQGSTETKQDSPVIFEASVDLVQIPQAEALLHADCSGKAVTCEISKYFLQARQEATFEKAHWFISNMQVSRGGPSVSMVMKTLRDAEVGAVRHPTLNLPLSAQGTVKTQVEFQVTSETQTLNHLLGSSVSLHCSFSMAPGLDLTGVEWRLQHKGSGQLVYSWKTGQGQAKRKGATLEPEELLRAGNASLTLPNLTLKDEGNYICQISTSLYQAQQI.... Result: 0 (no interaction).